Dataset: Forward reaction prediction with 1.9M reactions from USPTO patents (1976-2016). Task: Predict the product of the given reaction. (1) Given the reactants [Br:1][C:2]1[C:10]2[CH2:9][O:8][C:7](=[O:11])[C:6]=2[CH:5]=[CH:4][C:3]=1/[CH:12]=[CH:13]/[CH:14]1[CH2:19][CH2:18][N:17]([C:20]([O:22][C:23]([CH3:26])([CH3:25])[CH3:24])=[O:21])[CH2:16][CH2:15]1, predict the reaction product. The product is: [Br:1][C:2]1[C:10]2[CH2:9][O:8][C:7](=[O:11])[C:6]=2[CH:5]=[CH:4][C:3]=1[CH2:12][CH2:13][CH:14]1[CH2:15][CH2:16][N:17]([C:20]([O:22][C:23]([CH3:26])([CH3:25])[CH3:24])=[O:21])[CH2:18][CH2:19]1.[Br:1][C:2]1[C:10]2[CH2:9][O:8][C:7](=[O:11])[C:6]=2[CH:5]=[CH:4][C:3]=1/[CH:12]=[CH:13]\[CH:14]1[CH2:15][CH2:16][N:17]([C:20]([O:22][C:23]([CH3:26])([CH3:25])[CH3:24])=[O:21])[CH2:18][CH2:19]1. (2) Given the reactants C([N:8]1[CH:12]=[CH:11][N:10]=[C:9]1[CH2:13][O:14][C:15]1[CH:43]=[CH:42][C:18]2[NH:19][C:20]([C:25]3[C:26](=[O:41])[N:27]([NH:36][CH2:37][CH:38]4[CH2:40][CH2:39]4)[C:28]4[C:33]([C:34]=3[OH:35])=[CH:32][CH:31]=[CH:30][CH:29]=4)=[N:21][S:22](=[O:24])(=[O:23])[C:17]=2[CH:16]=1)C1C=CC=CC=1, predict the reaction product. The product is: [CH:38]1([CH2:37][NH:36][N:27]2[C:28]3[C:33](=[CH:32][CH:31]=[CH:30][CH:29]=3)[C:34]([OH:35])=[C:25]([C:20]3[NH:19][C:18]4[CH:42]=[CH:43][C:15]([O:14][CH2:13][C:9]5[NH:10][CH:11]=[CH:12][N:8]=5)=[CH:16][C:17]=4[S:22](=[O:23])(=[O:24])[N:21]=3)[C:26]2=[O:41])[CH2:40][CH2:39]1. (3) Given the reactants Cl.[Cl:2][C:3]1[C:4]([C:24]2[CH:25]=[N:26][N:27]3[CH:32]=[CH:31][CH:30]=[CH:29][C:28]=23)=[N:5][C:6]([NH:9][C:10]2[CH:18]=[C:17]3[C:13]([CH2:14][CH2:15][N:16]3C(=O)C)=[CH:12][C:11]=2[O:22][CH3:23])=[N:7][CH:8]=1, predict the reaction product. The product is: [Cl:2][C:3]1[C:4]([C:24]2[CH:25]=[N:26][N:27]3[CH:32]=[CH:31][CH:30]=[CH:29][C:28]=23)=[N:5][C:6]([NH:9][C:10]2[CH:18]=[C:17]3[C:13]([CH2:14][CH2:15][NH:16]3)=[CH:12][C:11]=2[O:22][CH3:23])=[N:7][CH:8]=1. (4) Given the reactants [Cl:1][C:2]1[C:11]([CH2:12][NH:13][CH2:14][CH3:15])=[CH:10][C:9]2[C:4](=[CH:5][CH:6]=[CH:7][CH:8]=2)[N:3]=1.[C:16](O[C:16]([O:18][C:19]([CH3:22])([CH3:21])[CH3:20])=[O:17])([O:18][C:19]([CH3:22])([CH3:21])[CH3:20])=[O:17], predict the reaction product. The product is: [C:19]([O:18][C:16](=[O:17])[N:13]([CH2:12][C:11]1[C:2]([Cl:1])=[N:3][C:4]2[C:9]([CH:10]=1)=[CH:8][CH:7]=[CH:6][CH:5]=2)[CH2:14][CH3:15])([CH3:22])([CH3:21])[CH3:20]. (5) The product is: [Cl:1][C:2]1[CH:3]=[CH:4][C:5]([O:9][CH3:10])=[C:6]([NH:8][CH2:20][CH2:19][C:16]2[CH:15]=[CH:14][C:13]([C:12]([F:11])([F:23])[F:24])=[CH:18][CH:17]=2)[CH:7]=1. Given the reactants [Cl:1][C:2]1[CH:3]=[CH:4][C:5]([O:9][CH3:10])=[C:6]([NH2:8])[CH:7]=1.[F:11][C:12]([F:24])([F:23])[C:13]1[CH:18]=[CH:17][C:16]([CH2:19][C:20](O)=O)=[CH:15][CH:14]=1, predict the reaction product. (6) Given the reactants [F:1][C:2]1[CH:3]=[C:4]([C:21]2[CH:22]=[N:23][N:24]3[CH:29]=[CH:28][C:27]([N:30]4[C@@H:34]([CH:35]([CH3:37])[CH3:36])[CH2:33][N:32]([CH:38]5[CH2:41][N:40](C(OC(C)(C)C)=O)[CH2:39]5)[C:31]4=[O:49])=[N:26][C:25]=23)[CH:5]=[CH:6][C:7]=1[C:8]1[N:12](COCC[Si](C)(C)C)[N:11]=[CH:10][N:9]=1.C([O-])(O)=O.[Na+], predict the reaction product. The product is: [NH:40]1[CH2:41][CH:38]([N:32]2[CH2:33][C@H:34]([CH:35]([CH3:37])[CH3:36])[N:30]([C:27]3[CH:28]=[CH:29][N:24]4[N:23]=[CH:22][C:21]([C:4]5[CH:5]=[CH:6][C:7]([C:8]6[N:9]=[CH:10][NH:11][N:12]=6)=[C:2]([F:1])[CH:3]=5)=[C:25]4[N:26]=3)[C:31]2=[O:49])[CH2:39]1.